This data is from Forward reaction prediction with 1.9M reactions from USPTO patents (1976-2016). The task is: Predict the product of the given reaction. (1) Given the reactants C([N:4]1[CH:8]=[CH:7][N:6]=[C:5]1[C:9]1[S:13][C:12]([C:14]2[CH:19]=[CH:18][N:17]=[C:16]([CH3:20])[CH:15]=2)=[CH:11][C:10]=1[C:21]1[CH:26]=[CH:25][C:24]([Cl:27])=[CH:23][C:22]=1[Cl:28])C=C.C1([SiH3])C=CC=CC=1.C(O)(=O)C, predict the reaction product. The product is: [Cl:28][C:22]1[CH:23]=[C:24]([Cl:27])[CH:25]=[CH:26][C:21]=1[C:10]1[CH:11]=[C:12]([C:14]2[CH:19]=[CH:18][N:17]=[C:16]([CH3:20])[CH:15]=2)[S:13][C:9]=1[C:5]1[NH:6][CH:7]=[CH:8][N:4]=1. (2) Given the reactants [CH3:1][O:2][C:3]1[CH:8]=[CH:7][C:6]([C:9]2[O:13][N:12]=[C:11]([CH2:14][S:15]([C:18]3[CH:26]=[CH:25][C:21]([CH2:22][CH2:23][NH2:24])=[CH:20][CH:19]=3)(=[O:17])=[O:16])[N:10]=2)=[CH:5][CH:4]=1.[CH2:27]([O:34][C:35]1[CH:40]=[CH:39][C:38]([CH:41]([O:44][Si:45]([CH2:50][CH3:51])([CH2:48][CH3:49])[CH2:46][CH3:47])[CH2:42]I)=[CH:37][C:36]=1[NH:52][S:53]([CH3:56])(=[O:55])=[O:54])[C:28]1[CH:33]=[CH:32][CH:31]=[CH:30][CH:29]=1.C(N(CC)CC)C, predict the reaction product. The product is: [CH2:27]([O:34][C:35]1[CH:40]=[CH:39][C:38]([C@@H:41]([O:44][Si:45]([CH2:46][CH3:47])([CH2:48][CH3:49])[CH2:50][CH3:51])[CH2:42][NH:24][CH2:23][CH2:22][C:21]2[CH:20]=[CH:19][C:18]([S:15]([CH2:14][C:11]3[N:10]=[C:9]([C:6]4[CH:5]=[CH:4][C:3]([O:2][CH3:1])=[CH:8][CH:7]=4)[O:13][N:12]=3)(=[O:16])=[O:17])=[CH:26][CH:25]=2)=[CH:37][C:36]=1[NH:52][S:53]([CH3:56])(=[O:54])=[O:55])[C:28]1[CH:33]=[CH:32][CH:31]=[CH:30][CH:29]=1. (3) Given the reactants Cl[C:2]1[N:3]=[CH:4][CH:5]=[N:6][C:7]=1Cl.[Cl:9][C:10]1[CH:15]=[CH:14][C:13](B(O)O)=[CH:12][CH:11]=1.C(=O)([O-])[O-].[K+].[K+].[CH3:25][C:26]#N, predict the reaction product. The product is: [Cl:9][C:10]1[CH:15]=[CH:14][C:13]([C:2]2[C:7]([C:26]3[CH:25]=[CH:15][C:10]([Cl:9])=[CH:11][CH:12]=3)=[N:6][CH:5]=[CH:4][N:3]=2)=[CH:12][CH:11]=1. (4) The product is: [F:14][C:2]1([F:1])[CH2:5][N:4]([C:6]2[N:11]=[C:10]([CH3:12])[C:9]([NH:13][C:22](=[O:23])[O:24][C:25]3[CH:30]=[CH:29][CH:28]=[CH:27][CH:26]=3)=[CH:8][CH:7]=2)[CH2:3]1. Given the reactants [F:1][C:2]1([F:14])[CH2:5][N:4]([C:6]2[N:11]=[C:10]([CH3:12])[C:9]([NH2:13])=[CH:8][CH:7]=2)[CH2:3]1.N1C=CC=CC=1.Cl[C:22]([O:24][C:25]1[CH:30]=[CH:29][CH:28]=[CH:27][CH:26]=1)=[O:23].C(=O)(O)[O-].[Na+], predict the reaction product. (5) Given the reactants [C:1]([O:5][P:6]([O:13][CH2:14][C:15]([NH:18]C(=O)OCC1C=CC=CC=1)([CH3:17])[CH3:16])([O:8][C:9]([CH3:12])([CH3:11])[CH3:10])=[O:7])([CH3:4])([CH3:3])[CH3:2].C(OCC)(=O)C.[H][H], predict the reaction product. The product is: [P:6]([O:5][C:1]([CH3:4])([CH3:3])[CH3:2])([O:8][C:9]([CH3:12])([CH3:11])[CH3:10])([O:13][CH2:14][C:15]([NH2:18])([CH3:17])[CH3:16])=[O:7]. (6) Given the reactants C(OC(=O)O[C@H:6]1[CH2:10][C@@H:9]([N:11]2[CH:19]=[N:18][C:17]3[C:12]2=[N:13][C:14]([Cl:35])=[N:15][C:16]=3[NH:20][CH2:21][CH:22]([C:29]2[CH:34]=[CH:33][CH:32]=[CH:31][CH:30]=2)[C:23]2[CH:28]=[CH:27][CH:26]=[CH:25][CH:24]=2)[CH:8]=[CH:7]1)C.[CH3:37][C:38]1[CH:39]=[N:40][NH:41][CH:42]=1.C1(P(C2C=CC=CC=2)C2C=CC=CC=2)C=CC=CC=1, predict the reaction product. The product is: [Cl:35][C:14]1[N:13]=[C:12]2[C:17]([N:18]=[CH:19][N:11]2[C@@H:9]2[CH2:10][C@H:6]([N:40]3[CH:39]=[C:38]([CH3:37])[CH:42]=[N:41]3)[CH:7]=[CH:8]2)=[C:16]([NH:20][CH2:21][CH:22]([C:23]2[CH:28]=[CH:27][CH:26]=[CH:25][CH:24]=2)[C:29]2[CH:34]=[CH:33][CH:32]=[CH:31][CH:30]=2)[N:15]=1.